From a dataset of Forward reaction prediction with 1.9M reactions from USPTO patents (1976-2016). Predict the product of the given reaction. (1) Given the reactants [NH:1]1[C:9]2[C:4](=[CH:5][C:6]([CH2:10][OH:11])=[CH:7][CH:8]=2)[CH:3]=[CH:2]1.[H-].[Na+].[CH:14]([Si:17](Cl)([CH:21]([CH3:23])[CH3:22])[CH:18]([CH3:20])[CH3:19])([CH3:16])[CH3:15], predict the reaction product. The product is: [CH:14]([Si:17]([CH:21]([CH3:23])[CH3:22])([CH:18]([CH3:20])[CH3:19])[N:1]1[C:9]2[C:4](=[CH:5][C:6]([CH2:10][O:11][Si:17]([CH:21]([CH3:23])[CH3:22])([CH:18]([CH3:20])[CH3:19])[CH:14]([CH3:16])[CH3:15])=[CH:7][CH:8]=2)[CH:3]=[CH:2]1)([CH3:16])[CH3:15]. (2) Given the reactants [CH3:1][C:2]([O:5][C:6]([NH:8][C@H:9]([C:20]([OH:22])=O)[CH2:10][C:11]1[CH:16]=[CH:15][C:14]([N+:17]([O-:19])=[O:18])=[CH:13][CH:12]=1)=[O:7])([CH3:4])[CH3:3].CN1CCOCC1.C(OC(Cl)=O)C(C)C.[NH2:38][C:39]1[CH:44]=[CH:43][CH:42]=[CH:41][CH:40]=1, predict the reaction product. The product is: [C:2]([O:5][C:6](=[O:7])[NH:8][C@H:9]([C:20](=[O:22])[NH:38][C:39]1[CH:44]=[CH:43][CH:42]=[CH:41][CH:40]=1)[CH2:10][C:11]1[CH:12]=[CH:13][C:14]([N+:17]([O-:19])=[O:18])=[CH:15][CH:16]=1)([CH3:1])([CH3:3])[CH3:4].